From a dataset of Full USPTO retrosynthesis dataset with 1.9M reactions from patents (1976-2016). Predict the reactants needed to synthesize the given product. (1) Given the product [CH3:14][S:13][C:11]1[N:12]=[C:7]([N:44]2[CH2:49][CH2:48][O:47][CH2:46][CH2:45]2)[C:8]2[C:17]([C:18]3[CH:19]=[CH:20][CH:21]=[CH:22][CH:23]=3)=[C:16]([C:24]3[CH:29]=[CH:28][C:27]([C:30]4([NH:34][C:35](=[O:36])[O:37][C:38]([CH3:40])([CH3:39])[CH3:41])[CH2:33][CH2:32][CH2:31]4)=[CH:26][CH:25]=3)[O:15][C:9]=2[N:10]=1, predict the reactants needed to synthesize it. The reactants are: FC(F)(F)S(O[C:7]1[C:8]2[C:17]([C:18]3[CH:23]=[CH:22][CH:21]=[CH:20][CH:19]=3)=[C:16]([C:24]3[CH:29]=[CH:28][C:27]([C:30]4([NH:34][C:35]([O:37][C:38]([CH3:41])([CH3:40])[CH3:39])=[O:36])[CH2:33][CH2:32][CH2:31]4)=[CH:26][CH:25]=3)[O:15][C:9]=2[N:10]=[C:11]([S:13][CH3:14])[N:12]=1)(=O)=O.[NH:44]1[CH2:49][CH2:48][O:47][CH2:46][CH2:45]1.C(Cl)Cl.CCOCC. (2) Given the product [NH2:19][C:17]1[C:11]2[NH:12][C:13](=[O:16])[CH2:14][O:15][C:10]=2[CH:9]=[C:8]([Cl:7])[CH:18]=1, predict the reactants needed to synthesize it. The reactants are: [H-].[Al+3].[Li+].[H-].[H-].[H-].[Cl:7][C:8]1[CH:18]=[C:17]([N+:19]([O-])=O)[C:11]2[NH:12][C:13](=[O:16])[CH2:14][O:15][C:10]=2[CH:9]=1. (3) Given the product [Br:14][C:12]1[CH:13]=[C:4]([N+:1]([O-:3])=[O:2])[CH:5]=[C:6]2[C:11]=1[N:10]=[CH:9][CH:8]=[CH:7]2, predict the reactants needed to synthesize it. The reactants are: [N+:1]([C:4]1[CH:5]=[C:6]2[C:11](=[CH:12][CH:13]=1)[N:10]=[CH:9][CH:8]=[CH:7]2)([O-:3])=[O:2].[Br:14]N1C(=O)CCC1=O.C(=O)(O)[O-].[Na+].C(OCC)(=O)C. (4) The reactants are: OS(O)(=O)=O.[Cl:6][C:7]1[S:11][C:10]([S:12]([NH:15][C:16]2[CH:24]=[CH:23][C:19]([C:20]([OH:22])=[O:21])=[C:18]([OH:25])[CH:17]=2)(=[O:14])=[O:13])=[CH:9][C:8]=1[C:26]1[CH:27]=[CH:28][C:29]2[O:33][CH2:32][CH2:31][C:30]=2[CH:34]=1.[CH2:35]1COCC1.O. Given the product [Cl:6][C:7]1[S:11][C:10]([S:12]([NH:15][C:16]2[CH:24]=[CH:23][C:19]([C:20]([O:22][CH3:35])=[O:21])=[C:18]([OH:25])[CH:17]=2)(=[O:13])=[O:14])=[CH:9][C:8]=1[C:26]1[CH:27]=[CH:28][C:29]2[O:33][CH2:32][CH2:31][C:30]=2[CH:34]=1, predict the reactants needed to synthesize it.